Task: Predict the reaction yield, written as a fraction of the theoretical maximum amount of product (1.0 means a 100% yield; for example, 0.34 means a 34% yield).. Dataset: Reaction yield outcomes from USPTO patents with 853,638 reactions The reactants are [N:1]1[CH:6]=[CH:5][C:4]([CH2:7][OH:8])=[CH:3][CH:2]=1.C(P(CCCC)CCCC)CCC.CN(C)C(N=NC(N(C)C)=O)=O.[CH3:34][O:35][C:36]1[C:37]([CH3:60])=[C:38]([C:51]([O:58][CH3:59])=[C:52]([O:56][CH3:57])[C:53]=1[O:54][CH3:55])[CH2:39][C:40]1[CH:41]=[CH:42][C:43](O)=[C:44]([CH:49]=1)[C:45]([O:47][CH3:48])=[O:46].[OH-].[Na+]. The catalyst is C1C=CC=CC=1. The product is [CH3:34][O:35][C:36]1[C:37]([CH3:60])=[C:38]([C:51]([O:58][CH3:59])=[C:52]([O:56][CH3:57])[C:53]=1[O:54][CH3:55])[CH2:39][C:40]1[CH:41]=[CH:42][C:43]([O:8][CH2:7][C:4]2[CH:5]=[CH:6][N:1]=[CH:2][CH:3]=2)=[C:44]([CH:49]=1)[C:45]([O:47][CH3:48])=[O:46]. The yield is 0.980.